Dataset: Full USPTO retrosynthesis dataset with 1.9M reactions from patents (1976-2016). Task: Predict the reactants needed to synthesize the given product. (1) Given the product [I-:47].[CH3:1][O:2][C:3]1[CH:4]=[C:5]([CH3:24])[C:6]([S:10]([N:13]([CH2:15][C:16]2[O:20][CH:19]=[C:18]([C:21]([NH:48][CH2:49][CH2:50][C:51]3[CH:52]=[CH:53][C:54]([NH:57][C:58]4[CH:63]=[CH:62][CH:61]=[CH:60][N+:59]=4[CH3:64])=[CH:55][CH:56]=3)=[O:23])[CH:17]=2)[CH3:14])(=[O:11])=[O:12])=[C:7]([CH3:9])[CH:8]=1, predict the reactants needed to synthesize it. The reactants are: [CH3:1][O:2][C:3]1[CH:8]=[C:7]([CH3:9])[C:6]([S:10]([N:13]([CH2:15][C:16]2[O:20][CH:19]=[C:18]([C:21]([OH:23])=O)[CH:17]=2)[CH3:14])(=[O:12])=[O:11])=[C:5]([CH3:24])[CH:4]=1.C1N=CN(C(N2C=NC=C2)=O)C=1.CCN(C(C)C)C(C)C.Cl.[I-:47].[NH2:48][CH2:49][CH2:50][C:51]1[CH:56]=[CH:55][C:54]([NH:57][C:58]2[CH:63]=[CH:62][CH:61]=[CH:60][N+:59]=2[CH3:64])=[CH:53][CH:52]=1. (2) Given the product [F:1][C:2]([F:7])([F:6])[C:3]([OH:5])=[O:4].[C:8]([C:10]1[CH:11]=[C:12]([C:20]2[O:24][N:23]=[C:22]([C:25]3[C:26]([CH3:48])=[C:27]4[C:32](=[CH:33][CH:34]=3)[CH:31]([CH2:35][CH2:36][CH2:37][C:38]([OH:40])=[O:39])[NH:30][CH2:29][CH2:28]4)[N:21]=2)[CH:13]=[CH:14][C:15]=1[O:16][CH:17]([CH3:19])[CH3:18])#[N:9], predict the reactants needed to synthesize it. The reactants are: [F:1][C:2]([F:7])([F:6])[C:3]([OH:5])=[O:4].[C:8]([C:10]1[CH:11]=[C:12]([C:20]2[O:24][N:23]=[C:22]([C:25]3[C:26]([CH3:48])=[C:27]4[C:32](=[CH:33][CH:34]=3)[CH:31]([CH2:35][CH2:36][CH2:37][C:38]([OH:40])=[O:39])[N:30](C(OC(C)(C)C)=O)[CH2:29][CH2:28]4)[N:21]=2)[CH:13]=[CH:14][C:15]=1[O:16][CH:17]([CH3:19])[CH3:18])#[N:9]. (3) Given the product [C:1]([O:4][CH2:5][C:6]1[C:15]2[C:10](=[CH:11][CH:12]=[CH:13][CH:14]=2)[C:9]([C:16](=[S:33])[NH:17][CH2:18][Si:19]([CH3:22])([CH3:21])[CH3:20])=[CH:8][CH:7]=1)(=[O:3])[CH3:2], predict the reactants needed to synthesize it. The reactants are: [C:1]([O:4][CH2:5][C:6]1[C:15]2[C:10](=[CH:11][CH:12]=[CH:13][CH:14]=2)[C:9]([C:16](=O)[NH:17][CH2:18][Si:19]([CH3:22])([CH3:21])[CH3:20])=[CH:8][CH:7]=1)(=[O:3])[CH3:2].COC1C=CC(P2(SP(C3C=CC(OC)=CC=3)(=S)S2)=[S:33])=CC=1. (4) Given the product [N:28]1[CH:33]=[C:32]([C:2]2[CH:3]=[C:4]([C:8]3([C:18]4[CH:23]=[CH:22][N:21]=[C:20]([C:24]([F:27])([F:25])[F:26])[CH:19]=4)[C:16]4[C:11](=[N:12][CH:13]=[CH:14][CH:15]=4)[C:10]([NH2:17])=[N:9]3)[CH:5]=[CH:6][CH:7]=2)[CH:31]=[N:30][CH:29]=1, predict the reactants needed to synthesize it. The reactants are: Br[C:2]1[CH:3]=[C:4]([C:8]2([C:18]3[CH:23]=[CH:22][N:21]=[C:20]([C:24]([F:27])([F:26])[F:25])[CH:19]=3)[C:16]3[C:11](=[N:12][CH:13]=[CH:14][CH:15]=3)[C:10]([NH2:17])=[N:9]2)[CH:5]=[CH:6][CH:7]=1.[N:28]1[CH:33]=[C:32](B(O)O)[CH:31]=[N:30][CH:29]=1.